Dataset: PAMPA (Parallel Artificial Membrane Permeability Assay) permeability data from NCATS. Task: Regression/Classification. Given a drug SMILES string, predict its absorption, distribution, metabolism, or excretion properties. Task type varies by dataset: regression for continuous measurements (e.g., permeability, clearance, half-life) or binary classification for categorical outcomes (e.g., BBB penetration, CYP inhibition). Dataset: pampa_ncats. (1) The drug is C1CN(CCC1C(=O)N)C2=NC(=CS2)C3=CC=C(C=C3)C#N. The result is 1 (high permeability). (2) The drug is C1=CC(=CC=C1/C=C/C(=O)NC2=C(C=C(C=C2)C3=NC4=C(O3)C=CC(=C4)CC(=O)O)F)Br. The result is 0 (low-to-moderate permeability). (3) The compound is C1=CC=C(C=C1)CN2C(=NC3=CC=CC=C3C2=O)/C=C/C4=CN=CC=C4. The result is 1 (high permeability). (4) The compound is COC1=CC=C(C=C1)CNC(=O)C2=NC3=CC=CC=C3N=C2. The result is 1 (high permeability).